The task is: Regression. Given two drug SMILES strings and cell line genomic features, predict the synergy score measuring deviation from expected non-interaction effect.. This data is from NCI-60 drug combinations with 297,098 pairs across 59 cell lines. (1) Drug 1: CC12CCC(CC1=CCC3C2CCC4(C3CC=C4C5=CN=CC=C5)C)O. Drug 2: C1C(C(OC1N2C=NC3=C2NC=NCC3O)CO)O. Cell line: ACHN. Synergy scores: CSS=5.79, Synergy_ZIP=-0.407, Synergy_Bliss=1.55, Synergy_Loewe=1.52, Synergy_HSA=1.66. (2) Drug 1: CC12CCC(CC1=CCC3C2CCC4(C3CC=C4C5=CN=CC=C5)C)O. Drug 2: CN(C)C1=NC(=NC(=N1)N(C)C)N(C)C. Cell line: SN12C. Synergy scores: CSS=0.303, Synergy_ZIP=0.0800, Synergy_Bliss=1.15, Synergy_Loewe=-0.894, Synergy_HSA=0.261. (3) Drug 1: C1CCC(C1)C(CC#N)N2C=C(C=N2)C3=C4C=CNC4=NC=N3. Drug 2: C(CC(=O)O)C(=O)CN.Cl. Cell line: M14. Synergy scores: CSS=-10.3, Synergy_ZIP=1.34, Synergy_Bliss=-4.91, Synergy_Loewe=-14.3, Synergy_HSA=-14.1. (4) Drug 1: C1=C(C(=O)NC(=O)N1)F. Drug 2: CC1CCCC2(C(O2)CC(NC(=O)CC(C(C(=O)C(C1O)C)(C)C)O)C(=CC3=CSC(=N3)C)C)C. Cell line: OVCAR-8. Synergy scores: CSS=37.5, Synergy_ZIP=2.55, Synergy_Bliss=1.90, Synergy_Loewe=1.54, Synergy_HSA=1.54. (5) Drug 1: CCC1=C2CN3C(=CC4=C(C3=O)COC(=O)C4(CC)O)C2=NC5=C1C=C(C=C5)O. Drug 2: CC(C)NC(=O)C1=CC=C(C=C1)CNNC.Cl. Cell line: UACC-257. Synergy scores: CSS=15.7, Synergy_ZIP=-3.05, Synergy_Bliss=2.31, Synergy_Loewe=-59.9, Synergy_HSA=0.158. (6) Drug 2: CCN(CC)CCCC(C)NC1=C2C=C(C=CC2=NC3=C1C=CC(=C3)Cl)OC. Drug 1: C1=NC(=NC(=O)N1C2C(C(C(O2)CO)O)O)N. Cell line: MCF7. Synergy scores: CSS=5.67, Synergy_ZIP=-7.13, Synergy_Bliss=0.228, Synergy_Loewe=-10.6, Synergy_HSA=-0.000193.